This data is from Catalyst prediction with 721,799 reactions and 888 catalyst types from USPTO. The task is: Predict which catalyst facilitates the given reaction. (1) Reactant: [CH3:1][O:2][C:3]1[CH:8]=[CH:7][C:6]([NH:9][C:10]2[CH:15]=[CH:14][CH:13]=[CH:12][CH:11]=2)=[C:5]([CH3:16])[CH:4]=1.I[C:18]1[CH:23]=[CH:22][C:21]([C:24]2[CH:29]=[CH:28][C:27]([C:30]3[CH:35]=[CH:34][C:33](I)=[CH:32][CH:31]=3)=[CH:26][CH:25]=2)=[CH:20][CH:19]=1.[C:37](=[O:40])([O-])[O-].[K+].[K+].CCCCC[CH2:48][CH2:49][CH2:50][CH2:51][CH2:52][CH2:53][CH3:54]. Product: [CH3:1][O:2][C:3]1[CH:8]=[CH:7][C:6]([N:9]([C:10]2[CH:11]=[CH:12][CH:13]=[CH:14][CH:15]=2)[C:18]2[CH:23]=[CH:22][C:21]([C:24]3[CH:29]=[CH:28][C:27]([C:30]4[CH:35]=[CH:34][C:33]([N:9]([C:54]5[CH:53]=[CH:52][C:51]([O:40][CH3:37])=[CH:50][C:49]=5[CH3:48])[C:6]5[CH:7]=[CH:8][CH:3]=[CH:4][CH:5]=5)=[CH:32][CH:31]=4)=[CH:26][CH:25]=3)=[CH:20][CH:19]=2)=[C:5]([CH3:16])[CH:4]=1. The catalyst class is: 536. (2) Reactant: [CH2:1]([O:8][C:9]([NH:11][C:12]1[C:13]([C:28](O)=[O:29])=[N:14][C:15]2[C:20]([CH:21]=1)=[CH:19][CH:18]=[C:17]([N:22]1[CH2:27][CH2:26][O:25][CH2:24][CH2:23]1)[CH:16]=2)=[O:10])[C:2]1[CH:7]=[CH:6][CH:5]=[CH:4][CH:3]=1.[NH2:31][C:32]1[CH:33]=[N:34][CH:35]=[CH:36][C:37]=1[N:38]1[CH2:43][C@H:42]([CH3:44])[C@H:41]([NH:45][C:46](=[O:49])[O:47][CH3:48])[C@H:40]([NH:50][C:51](=[O:57])[O:52][C:53]([CH3:56])([CH3:55])[CH3:54])[CH2:39]1.CN(C(ON1N=NC2C=CC=NC1=2)=[N+](C)C)C.F[P-](F)(F)(F)(F)F.CCN(C(C)C)C(C)C. Product: [CH2:1]([O:8][C:9]([NH:11][C:12]1[C:13]([C:28]([NH:31][C:32]2[CH:33]=[N:34][CH:35]=[CH:36][C:37]=2[N:38]2[CH2:43][C@H:42]([CH3:44])[C@H:41]([NH:45][C:46](=[O:49])[O:47][CH3:48])[C@H:40]([NH:50][C:51](=[O:57])[O:52][C:53]([CH3:56])([CH3:55])[CH3:54])[CH2:39]2)=[O:29])=[N:14][C:15]2[C:20]([CH:21]=1)=[CH:19][CH:18]=[C:17]([N:22]1[CH2:27][CH2:26][O:25][CH2:24][CH2:23]1)[CH:16]=2)=[O:10])[C:2]1[CH:7]=[CH:6][CH:5]=[CH:4][CH:3]=1. The catalyst class is: 3. (3) Reactant: [C:1]([O:5][C:6]([N:8]1[CH2:17][CH2:16][C:15]2[C:10](=[C:11]([CH2:37][CH2:38][C:39]([O:41]C)=[O:40])[CH:12]=[CH:13][C:14]=2[O:18][CH:19]([C:21]2[O:25][C:24]([C:26]3[CH:31]=[CH:30][C:29]([C:32]([F:35])([F:34])[F:33])=[CH:28][CH:27]=3)=[N:23][C:22]=2[CH3:36])[CH3:20])[CH2:9]1)=[O:7])([CH3:4])([CH3:3])[CH3:2].CO.[Li+].[OH-].[Cl-].[NH4+]. Product: [C:1]([O:5][C:6]([N:8]1[CH2:17][CH2:16][C:15]2[C:10](=[C:11]([CH2:37][CH2:38][C:39]([OH:41])=[O:40])[CH:12]=[CH:13][C:14]=2[O:18][CH:19]([C:21]2[O:25][C:24]([C:26]3[CH:27]=[CH:28][C:29]([C:32]([F:33])([F:35])[F:34])=[CH:30][CH:31]=3)=[N:23][C:22]=2[CH3:36])[CH3:20])[CH2:9]1)=[O:7])([CH3:2])([CH3:3])[CH3:4]. The catalyst class is: 1. (4) Reactant: [CH2:1]([C:3]1[C:11]2[C:6](=[CH:7][CH:8]=[CH:9][C:10]=2[NH:12][C:13]([C:15]2[N:19]3[CH:20]=[CH:21][CH:22]=[CH:23][C:18]3=[N:17][CH:16]=2)=[O:14])[N:5]([CH2:24][C:25]2[C:26]([O:32]C)=[N:27][C:28]([CH3:31])=[CH:29][CH:30]=2)[N:4]=1)[CH3:2].Cl.C([O-])(O)=O.[Na+]. Product: [CH2:1]([C:3]1[C:11]2[C:6](=[CH:7][CH:8]=[CH:9][C:10]=2[NH:12][C:13]([C:15]2[N:19]3[CH:20]=[CH:21][CH:22]=[CH:23][C:18]3=[N:17][CH:16]=2)=[O:14])[N:5]([CH2:24][C:25]2[C:26]([OH:32])=[N:27][C:28]([CH3:31])=[CH:29][CH:30]=2)[N:4]=1)[CH3:2]. The catalyst class is: 84.